Dataset: Reaction yield outcomes from USPTO patents with 853,638 reactions. Task: Predict the reaction yield, written as a fraction of the theoretical maximum amount of product (1.0 means a 100% yield; for example, 0.34 means a 34% yield). (1) The reactants are [Cl:1][C:2]1[CH:7]=[CH:6][CH:5]=[C:4]([F:8])[C:3]=1[CH2:9][C:10]([C:12]1[CH:17]=[CH:16][C:15]([F:18])=[CH:14][CH:13]=1)=[O:11].[Br:19]Br. The catalyst is CC(O)=O. The product is [Br:19][CH:9]([C:3]1[C:4]([F:8])=[CH:5][CH:6]=[CH:7][C:2]=1[Cl:1])[C:10]([C:12]1[CH:13]=[CH:14][C:15]([F:18])=[CH:16][CH:17]=1)=[O:11]. The yield is 0.990. (2) The reactants are [F:1][C:2]([F:15])([F:14])[S:3][C:4]1[CH:9]=[CH:8][C:7]([CH2:10][C:11]([OH:13])=[O:12])=[CH:6][CH:5]=1.C[Si]([N-][Si](C)(C)C)(C)C.[Na+].C1COCC1.[Cl:31][CH2:32][CH2:33][CH2:34][CH2:35]I. No catalyst specified. The product is [Cl:31][CH2:32][CH2:33][CH2:34][CH2:35][CH:10]([C:7]1[CH:6]=[CH:5][C:4]([S:3][C:2]([F:14])([F:1])[F:15])=[CH:9][CH:8]=1)[C:11]([OH:13])=[O:12]. The yield is 0.470. (3) The reactants are [H-].[Na+].[Cl:3][C:4]1[N:9]=[CH:8][C:7]([C:10]2[NH:14][C:13]([C@@H:15]3[CH2:19][CH2:18][CH2:17][N:16]3[C:20]([O:22][C:23]([CH3:26])([CH3:25])[CH3:24])=[O:21])=[N:12][CH:11]=2)=[CH:6][N:5]=1.[CH3:27][Si:28]([CH2:31][CH2:32][O:33][CH2:34]Cl)([CH3:30])[CH3:29]. The catalyst is CN(C=O)C. The product is [Cl:3][C:4]1[N:9]=[CH:8][C:7]([C:10]2[N:14]([CH2:34][O:33][CH2:32][CH2:31][Si:28]([CH3:30])([CH3:29])[CH3:27])[C:13]([C@@H:15]3[CH2:19][CH2:18][CH2:17][N:16]3[C:20]([O:22][C:23]([CH3:26])([CH3:25])[CH3:24])=[O:21])=[N:12][CH:11]=2)=[CH:6][N:5]=1. The yield is 0.850. (4) The reactants are [CH3:1][C:2]1[CH:11]=[CH:10][C:9]2[C:4](=[CH:5][CH:6]=[C:7]3[O:15][CH2:14][C@H:13]([CH2:16][OH:17])[O:12][C:8]3=2)[N:3]=1.[S:18](Cl)([C:21]1[CH:27]=[CH:26][C:24]([Br:25])=[CH:23][CH:22]=1)(=[O:20])=[O:19].C(N(CC)CC)C.O. The catalyst is C1(C)C=CC=CC=1.C(O)(C)C.CN(C1C=CC=CN=1)C. The product is [Br:25][C:24]1[CH:26]=[CH:27][C:21]([S:18]([O:17][CH2:16][C@@H:13]2[O:12][C:8]3=[C:9]4[C:4](=[CH:5][CH:6]=[C:7]3[O:15][CH2:14]2)[N:3]=[C:2]([CH3:1])[CH:11]=[CH:10]4)(=[O:20])=[O:19])=[CH:22][CH:23]=1. The yield is 0.769.